Predict the reactants needed to synthesize the given product. From a dataset of Full USPTO retrosynthesis dataset with 1.9M reactions from patents (1976-2016). (1) Given the product [F:1][C:2]([F:27])([F:28])[C@H:3]1[CH2:8][CH2:7][C@H:6]([NH:9][C:10](=[O:26])[C:11]2[CH:16]=[C:15]([NH2:17])[C:14]([NH2:20])=[CH:13][C:12]=2[O:21][CH2:22][CH:23]([F:24])[F:25])[CH2:5][CH2:4]1, predict the reactants needed to synthesize it. The reactants are: [F:1][C:2]([F:28])([F:27])[C@H:3]1[CH2:8][CH2:7][C@H:6]([NH:9][C:10](=[O:26])[C:11]2[CH:16]=[C:15]([N+:17]([O-])=O)[C:14]([NH2:20])=[CH:13][C:12]=2[O:21][CH2:22][CH:23]([F:25])[F:24])[CH2:5][CH2:4]1. (2) Given the product [CH2:53]([O:23][C:22]([C:21]1[N:12]([N:11]([C:9]([O:8][CH2:1][C:2]2[CH:7]=[CH:6][CH:5]=[CH:4][CH:3]=2)=[O:10])[CH3:33])[C:13](=[O:32])[C:14]2[C:19]([C:20]=1[C:25]1[CH:30]=[CH:29][CH:28]=[CH:27][CH:26]=1)=[CH:18][C:17]([Cl:31])=[CH:16][CH:15]=2)=[O:24])[C:54]1[CH:59]=[CH:58][CH:57]=[CH:56][CH:55]=1, predict the reactants needed to synthesize it. The reactants are: [CH2:1]([O:8][C:9]([N:11]([CH3:33])[N:12]1[C:21]([C:22]([OH:24])=[O:23])=[C:20]([C:25]2[CH:30]=[CH:29][CH:28]=[CH:27][CH:26]=2)[C:19]2[C:14](=[CH:15][CH:16]=[C:17]([Cl:31])[CH:18]=2)[C:13]1=[O:32])=[O:10])[C:2]1[CH:7]=[CH:6][CH:5]=[CH:4][CH:3]=1.C1(P(C2C=CC=CC=2)C2C=CC=CC=2)C=CC=CC=1.[CH2:53](O)[C:54]1[CH:59]=[CH:58][CH:57]=[CH:56][CH:55]=1.N(C(OCC)=O)=NC(OCC)=O. (3) Given the product [C:15]([O:1][CH2:2][C:3]1[CH:4]=[CH:5][C:6]([N+:10]([O-:12])=[O:11])=[C:7]([OH:9])[CH:8]=1)(=[O:16])[C:14]([CH3:24])([CH3:23])[CH3:13], predict the reactants needed to synthesize it. The reactants are: [OH:1][CH2:2][C:3]1[CH:4]=[CH:5][C:6]([N+:10]([O-:12])=[O:11])=[C:7]([OH:9])[CH:8]=1.[CH3:13][C:14]([CH3:24])([CH3:23])[C:15](N1CCSC1=S)=[O:16]. (4) Given the product [CH2:39]([O:15][C:14](=[O:16])[CH2:13][CH2:12][CH2:11][C:10]1[N:2]([CH3:1])[C:3]2[CH:4]=[CH:5][C:6]([N:17]([CH2:18][CH2:19][Cl:20])[CH2:21][CH2:22][Cl:23])=[CH:7][C:8]=2[N:9]=1)[CH2:38][CH2:37][CH2:36][CH2:35][CH2:34][CH2:33][CH2:32][CH2:31][CH2:30][CH2:29][CH2:28][CH2:27][CH2:26][CH3:25], predict the reactants needed to synthesize it. The reactants are: [CH3:1][N:2]1[C:10]([CH2:11][CH2:12][CH2:13][C:14]([OH:16])=[O:15])=[N:9][C:8]2[CH:7]=[C:6]([N:17]([CH2:21][CH2:22][Cl:23])[CH2:18][CH2:19][Cl:20])[CH:5]=[CH:4][C:3]1=2.Cl.[CH2:25](O)[CH2:26][CH2:27][CH2:28][CH2:29][CH2:30][CH2:31][CH2:32][CH2:33][CH2:34][CH2:35][CH2:36][CH2:37][CH2:38][CH3:39].C1(N=C=NC2CCCCC2)CCCCC1. (5) The reactants are: [N+:1]([C:4]1[CH:13]=[CH:12][C:11]2[N:10]=[CH:9][CH:8]=[CH:7][C:6]=2[C:5]=1N)([O-:3])=[O:2].[BrH:15].N([O-])=O.[Na+].C([O-])(O)=O.[Na+].C(N(CC(O)=O)CC(O)=O)CN(CC(O)=O)CC(O)=O. Given the product [Br:15][C:5]1[C:4]([N+:1]([O-:3])=[O:2])=[CH:13][CH:12]=[C:11]2[C:6]=1[CH:7]=[CH:8][CH:9]=[N:10]2, predict the reactants needed to synthesize it. (6) Given the product [OH:19][C:14]1[CH:15]=[CH:16][CH:17]=[CH:18][C:13]=1[C:4]1[N:3]=[C:2]([N:20]2[CH2:23][CH:22]([C:24]([OH:26])=[O:25])[CH2:21]2)[C:11]2[C:6](=[CH:7][C:8]([CH3:12])=[CH:9][CH:10]=2)[N:5]=1, predict the reactants needed to synthesize it. The reactants are: Cl[C:2]1[C:11]2[C:6](=[CH:7][C:8]([CH3:12])=[CH:9][CH:10]=2)[N:5]=[C:4]([C:13]2[CH:18]=[CH:17][CH:16]=[CH:15][C:14]=2[OH:19])[N:3]=1.[NH:20]1[CH2:23][CH:22]([C:24]([OH:26])=[O:25])[CH2:21]1.C(N(CC)CC)C.Cl. (7) Given the product [C@@H:1]([O:5][C:6]1[CH:14]=[CH:13][C:12]([S:15]([CH3:18])(=[O:17])=[O:16])=[CH:11][C:7]=1[C:8]([N:30]1[CH2:31][CH2:32][N:27]([C:25]2[S:26][C:22]([C:21]([F:34])([F:20])[F:33])=[CH:23][N:24]=2)[CH2:28][CH2:29]1)=[O:10])([CH2:3][CH3:4])[CH3:2], predict the reactants needed to synthesize it. The reactants are: [C@@H:1]([O:5][C:6]1[CH:14]=[CH:13][C:12]([S:15]([CH3:18])(=[O:17])=[O:16])=[CH:11][C:7]=1[C:8]([OH:10])=O)([CH2:3][CH3:4])[CH3:2].Cl.[F:20][C:21]([F:34])([F:33])[C:22]1[S:26][C:25]([N:27]2[CH2:32][CH2:31][NH:30][CH2:29][CH2:28]2)=[N:24][CH:23]=1. (8) Given the product [C:65]([C:60]1[CH:61]=[CH:62][CH:63]=[CH:64][C:59]=1[O:58][CH:55]1[CH2:56][CH2:57][N:52]([C:25](=[O:27])[CH2:24][NH:23][C:21]([C:18]2[CH:17]=[C:16]([C:10]3[CH:11]=[CH:12][CH:13]=[CH:14][CH:15]=3)[NH:20][N:19]=2)=[O:22])[CH2:53][CH2:54]1)(=[O:67])[CH3:66], predict the reactants needed to synthesize it. The reactants are: CCN(C(C)C)C(C)C.[C:10]1([C:16]2[NH:20][N:19]=[C:18]([C:21]([NH:23][CH2:24][C:25]([OH:27])=O)=[O:22])[CH:17]=2)[CH:15]=[CH:14][CH:13]=[CH:12][CH:11]=1.C1C=CC2N(O)N=NC=2C=1.CCN=C=NCCCN(C)C.Cl.Cl.Cl.[NH:52]1[CH2:57][CH2:56][CH:55]([O:58][C:59]2[CH:64]=[CH:63][CH:62]=[CH:61][C:60]=2[C:65](=[O:67])[CH3:66])[CH2:54][CH2:53]1. (9) Given the product [C:1]([NH:4][C:5]1[CH:6]=[CH:7][CH:8]=[C:9]2[C:13]=1[C:12](=[O:14])[N:11]([CH:15]([C:20]1[CH:25]=[CH:24][C:23]([O:26][CH:27]([F:29])[F:28])=[C:22]([O:30][CH2:31][CH3:32])[CH:21]=1)[CH2:16][C:17]([N:35]([CH3:36])[CH3:34])=[O:18])[CH2:10]2)(=[O:3])[CH3:2], predict the reactants needed to synthesize it. The reactants are: [C:1]([NH:4][C:5]1[CH:6]=[CH:7][CH:8]=[C:9]2[C:13]=1[C:12](=[O:14])[N:11]([CH:15]([C:20]1[CH:25]=[CH:24][C:23]([O:26][CH:27]([F:29])[F:28])=[C:22]([O:30][CH2:31][CH3:32])[CH:21]=1)[CH2:16][C:17](O)=[O:18])[CH2:10]2)(=[O:3])[CH3:2].C1N=[CH:36][N:35](C(N2C=NC=C2)=O)[CH:34]=1.CNC.